From a dataset of Forward reaction prediction with 1.9M reactions from USPTO patents (1976-2016). Predict the product of the given reaction. (1) Given the reactants [OH:1][C:2]1[CH:7]=[CH:6][C:5]([CH2:8][CH2:9][CH2:10][C:11]([OH:13])=[O:12])=[CH:4][CH:3]=1.[C:14](=O)(O)[O-].[Na+].IC, predict the reaction product. The product is: [OH:1][C:2]1[CH:3]=[CH:4][C:5]([CH2:8][CH2:9][CH2:10][C:11]([O:13][CH3:14])=[O:12])=[CH:6][CH:7]=1. (2) Given the reactants C[O:2][C:3](=[O:30])[C:4]1[CH:9]=[CH:8][CH:7]=[C:6]([CH2:10][NH:11][C:12]([C:14]2[C:15]3[CH:16]=[N:17][N:18]([C:23]4[CH:28]=[CH:27][C:26]([F:29])=[CH:25][CH:24]=4)[C:19]=3[CH:20]=[CH:21][CH:22]=2)=[O:13])[CH:5]=1.[OH-].[Na+], predict the reaction product. The product is: [F:29][C:26]1[CH:27]=[CH:28][C:23]([N:18]2[C:19]3[CH:20]=[CH:21][CH:22]=[C:14]([C:12]([NH:11][CH2:10][C:6]4[CH:5]=[C:4]([CH:9]=[CH:8][CH:7]=4)[C:3]([OH:30])=[O:2])=[O:13])[C:15]=3[CH:16]=[N:17]2)=[CH:24][CH:25]=1. (3) Given the reactants [CH3:1][C@@H:2]1[CH2:7][CH2:6][C@@H:5]([O:8]C(C2C=CC([N+]([O-])=O)=CC=2)=O)[CH2:4][N:3]1[C:20]([O:22][CH2:23][C:24]1[CH:29]=[CH:28][CH:27]=[CH:26][CH:25]=1)=[O:21].O, predict the reaction product. The product is: [OH:8][C@H:5]1[CH2:4][N:3]([C:20]([O:22][CH2:23][C:24]2[CH:29]=[CH:28][CH:27]=[CH:26][CH:25]=2)=[O:21])[C@H:2]([CH3:1])[CH2:7][CH2:6]1. (4) Given the reactants [Cl:1][C:2]1[CH:7]=[C:6]([C:8]2[CH2:12][CH2:11][CH2:10][CH:9]=2)[N:5]=[C:4]2[CH2:13][CH2:14][CH2:15][C:3]=12.[NH2:16][C:17]1[CH:22]=[CH:21][C:20]([CH2:23][C:24]([NH2:26])=[O:25])=[CH:19][CH:18]=1, predict the reaction product. The product is: [ClH:1].[C:8]1([C:6]2[N:5]=[C:4]3[CH2:13][CH2:14][CH2:15][C:3]3=[C:2]([NH:16][C:17]3[CH:18]=[CH:19][C:20]([CH2:23][C:24]([NH2:26])=[O:25])=[CH:21][CH:22]=3)[CH:7]=2)[CH2:12][CH2:11][CH2:10][CH:9]=1. (5) The product is: [C:1]([O:5][C:6]([N:8]1[CH2:12][CH2:11][CH2:10][CH2:9]1)=[O:7])([CH3:4])([CH3:2])[CH3:3]. Given the reactants [C:1]([O:5][C:6]([N:8]1[CH2:12][CH2:11][CH2:10][CH:9]1C(OCC(C1C=CC2C3C=CC(Br)=CC=3OC=2C=1)=O)=O)=[O:7])([CH3:4])([CH3:3])[CH3:2].C([O-])(=O)C.[NH4+], predict the reaction product. (6) Given the reactants [CH:1]1([N:6]2[CH2:11][CH2:10][CH:9]([CH2:12][CH2:13][CH2:14][C:15]([NH:17][OH:18])=[NH:16])[CH2:8][CH2:7]2)[CH2:5][CH2:4][CH2:3][CH2:2]1.[Cl:19][C:20]1[CH:28]=[CH:27][C:23]([C:24](Cl)=O)=[CH:22][CH:21]=1, predict the reaction product. The product is: [ClH:19].[CH:1]1([N:6]2[CH2:7][CH2:8][CH:9]([CH2:12][CH2:13][CH2:14][C:15]3[N:16]=[C:24]([C:23]4[CH:27]=[CH:28][C:20]([Cl:19])=[CH:21][CH:22]=4)[O:18][N:17]=3)[CH2:10][CH2:11]2)[CH2:2][CH2:3][CH2:4][CH2:5]1.